Dataset: Full USPTO retrosynthesis dataset with 1.9M reactions from patents (1976-2016). Task: Predict the reactants needed to synthesize the given product. (1) Given the product [Br:1][C:10]1[CH:11]=[C:12]2[O:3][CH2:4][CH:5]([CH2:13][OH:14])[O:6][C:7]2=[N:8][CH:9]=1, predict the reactants needed to synthesize it. The reactants are: [Br:1]Br.[O:3]1[C:12]2[C:7](=[N:8][CH:9]=[CH:10][CH:11]=2)[O:6][CH:5]([CH2:13][OH:14])[CH2:4]1. (2) Given the product [F:10][C:2]([C:11]1[N:16]=[CH:15][N:14]=[C:13]([C:17]2[NH:19][O:20][C:21](=[O:22])[N:18]=2)[CH:12]=1)([F:1])[C:3]([F:9])([F:8])[C:4]([F:7])([F:6])[F:5], predict the reactants needed to synthesize it. The reactants are: [F:1][C:2]([C:11]1[N:16]=[CH:15][N:14]=[C:13]([C:17](=[N:19][OH:20])[NH2:18])[CH:12]=1)([F:10])[C:3]([F:9])([F:8])[C:4]([F:7])([F:6])[F:5].[C:21](N1C=CN=C1)(N1C=CN=C1)=[O:22].N12CCCN=C1CCCCC2.Cl. (3) Given the product [Cl:1][C:2]1[CH:3]=[C:4]([C:12]2[O:14][N:49]=[C:50]([C:52]3[CH:53]=[C:54]4[C:58](=[CH:59][C:60]=3[CH3:61])[NH:57][N:56]=[CH:55]4)[N:51]=2)[CH:5]=[N:6][C:7]=1[O:8][CH:9]([CH3:10])[CH3:11], predict the reactants needed to synthesize it. The reactants are: [Cl:1][C:2]1[CH:3]=[C:4]([C:12]([OH:14])=O)[CH:5]=[N:6][C:7]=1[O:8][CH:9]([CH3:11])[CH3:10].CN(C(ON1N=NC2C=CC=NC1=2)=[N+](C)C)C.F[P-](F)(F)(F)(F)F.CCN(C(C)C)C(C)C.O[NH:49][C:50]([C:52]1[CH:53]=[C:54]2[C:58](=[CH:59][C:60]=1[CH3:61])[NH:57][N:56]=[CH:55]2)=[NH:51]. (4) Given the product [CH:1]1([C:5]2[O:9][N:8]=[C:7]([C:10]3[C:15]([Cl:16])=[CH:14][CH:13]=[CH:12][C:11]=3[Cl:17])[C:6]=2[CH2:18][O:19][C:20]2[CH:21]=[CH:22][C:23]([C:26]3[CH:27]=[C:28]4[C:33](=[CH:34][CH:35]=3)[C:32]([C:36]([OH:38])=[O:37])=[CH:31][CH:30]=[CH:29]4)=[CH:24][CH:25]=2)[CH2:2][CH2:3][CH2:4]1, predict the reactants needed to synthesize it. The reactants are: [CH:1]1([C:5]2[O:9][N:8]=[C:7]([C:10]3[C:15]([Cl:16])=[CH:14][CH:13]=[CH:12][C:11]=3[Cl:17])[C:6]=2[CH2:18][O:19][C:20]2[CH:25]=[CH:24][C:23]([C:26]3[CH:27]=[C:28]4[C:33](=[CH:34][CH:35]=3)[C:32]([C:36]([O:38]C)=[O:37])=[CH:31][CH:30]=[CH:29]4)=[CH:22][CH:21]=2)[CH2:4][CH2:3][CH2:2]1.O1CCCC1.[OH-].[Na+]. (5) The reactants are: N([O-])=O.[Na+].[CH3:5][C:6]1[CH:11]=[C:10]([S:12][CH3:13])[CH:9]=[CH:8][C:7]=1[C:14]1[N:15]=[CH:16][C:17](N)=[N:18][CH:19]=1.[OH2:21].[OH-].[Na+]. Given the product [CH3:5][C:6]1[CH:11]=[C:10]([S:12][CH3:13])[CH:9]=[CH:8][C:7]=1[C:14]1[N:15]=[CH:16][C:17]([OH:21])=[N:18][CH:19]=1, predict the reactants needed to synthesize it. (6) Given the product [Cl:1][C:2]1[CH:3]=[CH:4][C:5]([C:8]2[N:12]([CH2:13][C:14]([N:73]([CH:70]3[CH2:71][CH2:72][N:68]([CH:65]([CH3:67])[CH3:66])[CH2:69]3)[CH3:74])=[O:15])[C:11]3[C:17]([CH:24]=[O:25])=[C:18]([C:20]([O:22][CH3:23])=[O:21])[S:19][C:10]=3[C:9]=2[CH:26]2[CH2:31][CH2:30][CH2:29][CH2:28][CH2:27]2)=[CH:6][CH:7]=1, predict the reactants needed to synthesize it. The reactants are: [Cl:1][C:2]1[CH:7]=[CH:6][C:5]([C:8]2[N:12]([CH2:13][C:14](O)=[O:15])[C:11]3[C:17]([CH:24]=[O:25])=[C:18]([C:20]([O:22][CH3:23])=[O:21])[S:19][C:10]=3[C:9]=2[CH:26]2[CH2:31][CH2:30][CH2:29][CH2:28][CH2:27]2)=[CH:4][CH:3]=1.CCN(C(C)C)C(C)C.CN(C(ON1N=NC2C=CC=NC1=2)=[N+](C)C)C.F[P-](F)(F)(F)(F)F.[CH:65]([N:68]1[CH2:72][CH2:71][CH:70]([NH:73][CH3:74])[CH2:69]1)([CH3:67])[CH3:66].